Dataset: Catalyst prediction with 721,799 reactions and 888 catalyst types from USPTO. Task: Predict which catalyst facilitates the given reaction. (1) Reactant: C([O:3][C:4]([C:6]1[CH:10]=[C:9]([C:11]2[CH:16]=[CH:15][C:14]([OH:17])=[CH:13][CH:12]=2)[NH:8][N:7]=1)=[O:5])C.[OH-].[Na+].Cl. Product: [OH:17][C:14]1[CH:13]=[CH:12][C:11]([C:9]2[NH:8][N:7]=[C:6]([C:4]([OH:5])=[O:3])[CH:10]=2)=[CH:16][CH:15]=1. The catalyst class is: 38. (2) Reactant: [H-].[Na+].[Cl-].[Cl:4][C:5]1[CH:30]=[CH:29][CH:28]=[C:27]([CH3:31])[C:6]=1[CH2:7][P+](C1C=CC=CC=1)(C1C=CC=CC=1)C1C=CC=CC=1.[CH:32]([CH:34]1[CH2:39][CH2:38][N:37]([C:40]([O:42][C:43]([CH3:46])([CH3:45])[CH3:44])=[O:41])[CH2:36][CH2:35]1)=O.[Cl-].[NH4+]. Product: [Cl:4][C:5]1[CH:30]=[CH:29][CH:28]=[C:27]([CH3:31])[C:6]=1/[CH:7]=[CH:32]/[CH:34]1[CH2:39][CH2:38][N:37]([C:40]([O:42][C:43]([CH3:44])([CH3:46])[CH3:45])=[O:41])[CH2:36][CH2:35]1. The catalyst class is: 16. (3) Reactant: [S:1](Cl)([CH3:4])(=[O:3])=[O:2].[Cl:6][C:7]1[C:16]2[C:11](=[CH:12][CH:13]=[CH:14][CH:15]=2)[C:10]([C@@H:17]2[CH2:22][O:21][C@@H:20]([CH2:23][CH2:24][CH2:25][OH:26])[O:19][CH2:18]2)=[CH:9][CH:8]=1.C(N(CC)CC)C.O. Product: [CH3:4][S:1]([O:26][CH2:25][CH2:24][CH2:23][C@H:20]1[O:21][CH2:22][C@H:17]([C:10]2[C:11]3[C:16](=[CH:15][CH:14]=[CH:13][CH:12]=3)[C:7]([Cl:6])=[CH:8][CH:9]=2)[CH2:18][O:19]1)(=[O:3])=[O:2]. The catalyst class is: 4. (4) Reactant: Cl[C:2]1[N:7]=[C:6]([N:8]2[CH2:13][CH2:12][O:11][CH2:10][CH2:9]2)[N:5]=[C:4]([O:14][CH2:15][C:16]([CH3:19])([OH:18])[CH3:17])[CH:3]=1.[NH2:20][NH2:21]. Product: [NH:20]([C:2]1[N:7]=[C:6]([N:8]2[CH2:13][CH2:12][O:11][CH2:10][CH2:9]2)[N:5]=[C:4]([O:14][CH2:15][C:16]([CH3:19])([OH:18])[CH3:17])[CH:3]=1)[NH2:21]. The catalyst class is: 12. (5) The catalyst class is: 11. Reactant: [NH2:1][C:2]1[CH:6]=[C:5]([Cl:7])[N:4]([C:8]2[CH:13]=[CH:12][C:11]([C:14]3[CH:19]=[CH:18][CH:17]=[C:16]([O:20][CH3:21])[C:15]=3[OH:22])=[CH:10][CH:9]=2)[C:3]=1[C:23]([O:25][CH2:26][CH3:27])=[O:24].[N:28]([C:31]1[CH:32]=[C:33]([CH:39]=[CH:40][CH:41]=1)[C:34]([O:36][CH2:37][CH3:38])=[O:35])=[C:29]=[O:30]. Product: [Cl:7][C:5]1[N:4]([C:8]2[CH:13]=[CH:12][C:11]([C:14]3[CH:19]=[CH:18][CH:17]=[C:16]([O:20][CH3:21])[C:15]=3[OH:22])=[CH:10][CH:9]=2)[C:3]([C:23]([O:25][CH2:26][CH3:27])=[O:24])=[C:2]([NH:1][C:29]([NH:28][C:31]2[CH:41]=[CH:40][CH:39]=[C:33]([C:34]([O:36][CH2:37][CH3:38])=[O:35])[CH:32]=2)=[O:30])[CH:6]=1. (6) Reactant: [C:1]([C:3]1([NH2:9])[CH2:8][CH2:7][CH2:6][CH2:5][CH2:4]1)#[CH:2].C(N(CC)CC)C.[Cl:17][C:18]1[CH:19]=[C:20]([S:24](Cl)(=[O:26])=[O:25])[CH:21]=[CH:22][CH:23]=1. Product: [Cl:17][C:18]1[CH:19]=[C:20]([S:24]([NH:9][C:3]2([C:1]#[CH:2])[CH2:8][CH2:7][CH2:6][CH2:5][CH2:4]2)(=[O:26])=[O:25])[CH:21]=[CH:22][CH:23]=1. The catalyst class is: 2. (7) Reactant: [O:1]([C:8]1[CH:17]=[CH:16][C:11]([C:12]([O:14]C)=[O:13])=[CH:10][CH:9]=1)[C:2]1[CH:7]=[CH:6][CH:5]=[CH:4][CH:3]=1.[OH-].[Na+]. Product: [O:1]([C:8]1[CH:17]=[CH:16][C:11]([C:12]([OH:14])=[O:13])=[CH:10][CH:9]=1)[C:2]1[CH:3]=[CH:4][CH:5]=[CH:6][CH:7]=1. The catalyst class is: 88.